Dataset: Full USPTO retrosynthesis dataset with 1.9M reactions from patents (1976-2016). Task: Predict the reactants needed to synthesize the given product. (1) Given the product [Cl:10][C:6]1[N:5]=[C:4]([CH2:3][C:13]2[C:12]([F:11])=[CH:20][C:19]([C:21]#[N:22])=[C:18]3[C:14]=2[C:15]([CH3:32])=[C:16]([CH3:31])[N:17]3[CH2:23][O:24][CH2:25][CH2:26][Si:27]([CH3:30])([CH3:29])[CH3:28])[CH:9]=[CH:8][CH:7]=1, predict the reactants needed to synthesize it. The reactants are: Cl.Br[CH2:3][C:4]1[CH:9]=[CH:8][CH:7]=[C:6]([Cl:10])[N:5]=1.[F:11][C:12]1[C:13](B2OC(C)(C)C(C)(C)O2)=[C:14]2[C:18](=[C:19]([C:21]#[N:22])[CH:20]=1)[N:17]([CH2:23][O:24][CH2:25][CH2:26][Si:27]([CH3:30])([CH3:29])[CH3:28])[C:16]([CH3:31])=[C:15]2[CH3:32].[O-]P([O-])([O-])=O.[K+].[K+].[K+]. (2) Given the product [CH2:1]([N:8]1[C:16]2[C:11](=[CH:12][CH:13]=[CH:14][C:15]=2[C:17]2[CH:22]=[CH:21][C:20]([O:23][C:24]([F:27])([F:25])[F:26])=[CH:19][CH:18]=2)[C:10]([C:28](=[O:32])[C:29]([O:36][CH2:34][CH3:35])=[O:30])=[CH:9]1)[C:2]1[CH:3]=[CH:4][CH:5]=[CH:6][CH:7]=1, predict the reactants needed to synthesize it. The reactants are: [CH2:1]([N:8]1[C:16]2[C:11](=[CH:12][CH:13]=[CH:14][C:15]=2[C:17]2[CH:22]=[CH:21][C:20]([O:23][C:24]([F:27])([F:26])[F:25])=[CH:19][CH:18]=2)[CH:10]=[CH:9]1)[C:2]1[CH:7]=[CH:6][CH:5]=[CH:4][CH:3]=1.[C:28](Cl)(=[O:32])[C:29](Cl)=[O:30].[CH2:34]([OH:36])[CH3:35].